Task: Predict the reactants needed to synthesize the given product.. Dataset: Retrosynthesis with 50K atom-mapped reactions and 10 reaction types from USPTO (1) Given the product O=C(Nc1c(F)cccc1F)C1NCc2ccccc21, predict the reactants needed to synthesize it. The reactants are: CC(C)(C)OC(=O)N1Cc2ccccc2C1C(=O)Nc1c(F)cccc1F. (2) Given the product CNCc1cn(S(=O)(=O)c2ccco2)c(-c2cccnc2F)c1F, predict the reactants needed to synthesize it. The reactants are: CN(Cc1cn(S(=O)(=O)c2ccco2)c(-c2cccnc2F)c1F)C(=O)OC(C)(C)C. (3) Given the product OCCN(CCO)CCCC#Cc1ccc2c(-c3ccc(Cl)cc3)nsc2c1, predict the reactants needed to synthesize it. The reactants are: CS(=O)(=O)OCCCC#Cc1ccc2c(-c3ccc(Cl)cc3)nsc2c1.OCCNCCO.